Task: Predict which catalyst facilitates the given reaction.. Dataset: Catalyst prediction with 721,799 reactions and 888 catalyst types from USPTO (1) Reactant: [CH3:1][O:2][CH2:3][CH2:4][OH:5].[H-].[Na+].[Cl:8][C:9]1[CH:34]=[CH:33][CH:32]=[CH:31][C:10]=1[C:11]([NH:13][C:14](=[O:30])[NH:15][C:16]1[S:17][C:18]2[CH:24]=[C:23]([S:25]([CH:28]=[CH2:29])(=[O:27])=[O:26])[CH:22]=[CH:21][C:19]=2[N:20]=1)=[O:12]. Product: [Cl:8][C:9]1[CH:34]=[CH:33][CH:32]=[CH:31][C:10]=1[C:11]([NH:13][C:14](=[O:30])[NH:15][C:16]1[S:17][C:18]2[CH:24]=[C:23]([S:25]([CH2:28][CH2:29][O:5][CH2:4][CH2:3][O:2][CH3:1])(=[O:27])=[O:26])[CH:22]=[CH:21][C:19]=2[N:20]=1)=[O:12]. The catalyst class is: 1. (2) Reactant: [CH3:1][N:2]([C:8]1[CH:13]=[CH:12][C:11]([N+:14]([O-:16])=[O:15])=[CH:10][CH:9]=1)[CH2:3][CH2:4][C:5](Cl)=[O:6].C(N(CC)CC)C.[CH3:24][C:25]1[CH:30]=[C:29]([CH3:31])[N:28]=[C:27]([NH:32][CH3:33])[CH:26]=1. Product: [CH3:24][C:25]1[CH:30]=[C:29]([CH3:31])[N:28]=[C:27]([N:32]([CH3:33])[C:5](=[O:6])[CH2:4][CH2:3][N:2]([CH3:1])[C:8]2[CH:13]=[CH:12][C:11]([N+:14]([O-:16])=[O:15])=[CH:10][CH:9]=2)[CH:26]=1. The catalyst class is: 4. (3) The catalyst class is: 106. Product: [CH3:21][N:16]1[C:12]2([CH2:17][CH2:18][N:10]([C:6]3[CH:7]=[N:8][CH:9]=[C:4]([O:3][CH2:1][CH3:2])[CH:5]=3)[CH2:11]2)[CH2:13][CH2:14][CH2:15]1. Reactant: [CH2:1]([O:3][C:4]1[CH:5]=[C:6]([N:10]2[CH2:18][CH2:17][C:12]3([NH:16][CH2:15][CH2:14][CH2:13]3)[CH2:11]2)[CH:7]=[N:8][CH:9]=1)[CH3:2].C=O.[C:21](=O)(O)[O-].[Na+]. (4) Reactant: FC(F)(F)C(O)=O.[O:8]1[C:13]2([CH2:18][CH2:17][NH:16][CH2:15][CH2:14]2)[CH2:12][N:11]([C:19]([C:21]2[S:25][C:24]([C:26]([O:28][CH3:29])=[O:27])=[CH:23][CH:22]=2)=[O:20])[CH2:10][CH2:9]1.Br[CH2:31][C:32]1[CH:33]=[C:34]([CH2:38][CH2:39][OH:40])[CH:35]=[CH:36][CH:37]=1.C(N(CC)CC)C. Product: [OH:40][CH2:39][CH2:38][C:34]1[CH:33]=[C:32]([CH:37]=[CH:36][CH:35]=1)[CH2:31][N:16]1[CH2:17][CH2:18][C:13]2([O:8][CH2:9][CH2:10][N:11]([C:19]([C:21]3[S:25][C:24]([C:26]([O:28][CH3:29])=[O:27])=[CH:23][CH:22]=3)=[O:20])[CH2:12]2)[CH2:14][CH2:15]1. The catalyst class is: 10. (5) Reactant: [C:1]1([CH:11]=[N:12][OH:13])[C:10]2[C:5](=[CH:6][CH:7]=[CH:8][CH:9]=2)[CH:4]=[CH:3][CH:2]=1.CC1C=CC(S(NCl)(=O)=O)=CC=1.[Br:26][C:27]#[C:28][C@@H:29]1[C@:34]([C:36]2[CH:41]=[CH:40][C:39]([F:42])=[C:38]([F:43])[CH:37]=2)([OH:35])[CH2:33][CH2:32][N:31]([C:44]([O:46][C:47]([CH3:50])([CH3:49])[CH3:48])=[O:45])[CH2:30]1. Product: [Br:26][C:27]1[C:11]([C:1]2[C:10]3[C:5](=[CH:6][CH:7]=[CH:8][CH:9]=3)[CH:4]=[CH:3][CH:2]=2)=[N:12][O:13][C:28]=1[C@@H:29]1[C@:34]([C:36]2[CH:41]=[CH:40][C:39]([F:42])=[C:38]([F:43])[CH:37]=2)([OH:35])[CH2:33][CH2:32][N:31]([C:44]([O:46][C:47]([CH3:50])([CH3:49])[CH3:48])=[O:45])[CH2:30]1. The catalyst class is: 5.